From a dataset of Full USPTO retrosynthesis dataset with 1.9M reactions from patents (1976-2016). Predict the reactants needed to synthesize the given product. (1) Given the product [CH2:12]([N:8]1[C:9]2[C:4](=[N:3][C:2]([NH:1][C:24]([CH2:25][CH:19]([CH3:18])[CH2:20][C:21]([OH:23])=[O:22])=[O:26])=[CH:11][N:10]=2)[C:5](=[O:17])[N:6]([CH2:15][CH3:16])[C:7]1=[O:14])[CH3:13], predict the reactants needed to synthesize it. The reactants are: [NH2:1][C:2]1[N:3]=[C:4]2[C:9](=[N:10][CH:11]=1)[N:8]([CH2:12][CH3:13])[C:7](=[O:14])[N:6]([CH2:15][CH3:16])[C:5]2=[O:17].[CH3:18][CH:19]1[CH2:25][C:24](=[O:26])[O:23][C:21](=[O:22])[CH2:20]1. (2) The reactants are: [I:1][C:2]1[C:10]2[C:5](=[CH:6][N:7]=[C:8]([CH3:11])[CH:9]=2)[NH:4][N:3]=1.C(=O)([O-])[O-].[K+].[K+].Br[CH2:19][C:20]([O:22][C:23]([CH3:26])([CH3:25])[CH3:24])=[O:21]. Given the product [I:1][C:2]1[C:10]2[C:5](=[CH:6][N:7]=[C:8]([CH3:11])[CH:9]=2)[N:4]([CH2:19][C:20]([O:22][C:23]([CH3:26])([CH3:25])[CH3:24])=[O:21])[N:3]=1, predict the reactants needed to synthesize it. (3) Given the product [NH2:14][CH:1]1[CH:5]([OH:6])[CH2:4][N:3]([C:7]([O:9][C:10]([CH3:13])([CH3:12])[CH3:11])=[O:8])[CH2:2]1, predict the reactants needed to synthesize it. The reactants are: [CH:1]12[O:6][CH:5]1[CH2:4][N:3]([C:7]([O:9][C:10]([CH3:13])([CH3:12])[CH3:11])=[O:8])[CH2:2]2.[NH3:14]. (4) Given the product [N:15]1[C:16]2[NH:17][C:18](=[O:19])[CH:9]=[N:10][C:11]=2[CH:12]=[N:13][CH:14]=1, predict the reactants needed to synthesize it. The reactants are: FC1C=C(C)C([C:9]2[C:18](=[O:19])[N:17](C)[C:16]3[N:15]=[C:14](NC)[N:13]=[CH:12][C:11]=3[N:10]=2)=CC=1NC(=O)C.Cl. (5) The reactants are: [Br:1][C:2]1[C:10]2[O:9][C:8]([CH:11]3[CH2:13][CH2:12]3)=[CH:7][C:6]=2[CH:5]=[C:4]([S:14]([CH3:17])(=[O:16])=[O:15])[CH:3]=1.[SiH](CC)(CC)CC.C(O)(C(F)(F)F)=O. Given the product [Br:1][C:2]1[C:10]2[O:9][CH:8]([CH:11]3[CH2:13][CH2:12]3)[CH2:7][C:6]=2[CH:5]=[C:4]([S:14]([CH3:17])(=[O:15])=[O:16])[CH:3]=1, predict the reactants needed to synthesize it. (6) Given the product [CH3:29][C:30]1[S:34][C:33]([C:4]([C:6]2[N:7]=[CH:8][N:9]([C:11]3[CH:12]=[C:13]([C:17]4[CH:22]=[CH:21][CH:20]=[CH:19][C:18]=4[O:23][C:24]([F:26])([F:27])[F:25])[CH:14]=[CH:15][CH:16]=3)[CH:10]=2)=[O:5])=[N:32][CH:31]=1, predict the reactants needed to synthesize it. The reactants are: CON(C)[C:4]([C:6]1[N:7]=[CH:8][N:9]([C:11]2[CH:12]=[C:13]([C:17]3[CH:22]=[CH:21][CH:20]=[CH:19][C:18]=3[O:23][C:24]([F:27])([F:26])[F:25])[CH:14]=[CH:15][CH:16]=2)[CH:10]=1)=[O:5].[CH3:29][C:30]1[S:34][CH:33]=[N:32][CH:31]=1.